Dataset: HIV replication inhibition screening data with 41,000+ compounds from the AIDS Antiviral Screen. Task: Binary Classification. Given a drug SMILES string, predict its activity (active/inactive) in a high-throughput screening assay against a specified biological target. (1) The result is 0 (inactive). The compound is Cc1nnc2sc3ccccc3n12. (2) The compound is CCC(CC)(C(=O)O)C(=O)O. The result is 0 (inactive). (3) The molecule is O=C(CCc1nc(=S)[nH][nH]1)Nc1ccc(Cl)c(Cl)c1. The result is 0 (inactive).